Task: Predict the reaction yield, written as a fraction of the theoretical maximum amount of product (1.0 means a 100% yield; for example, 0.34 means a 34% yield).. Dataset: Reaction yield outcomes from USPTO patents with 853,638 reactions (1) The reactants are [CH:1]1[C:10]2[C@H:11]3[CH2:16][NH:15][CH2:14][CH2:13][C@H:12]3[N:8]3[C:9]=2[C:4]([CH2:5][CH2:6][CH2:7]3)=[CH:3][CH:2]=1.Cl[CH2:18][CH2:19][CH2:20][O:21][C:22]1[CH:27]=[CH:26][C:25]([F:28])=[CH:24][CH:23]=1.C([O-])([O-])=O.[K+].[K+]. No catalyst specified. The product is [F:28][C:25]1[CH:26]=[CH:27][C:22]([O:21][CH2:20][CH2:19][CH2:18][N:15]2[CH2:14][CH2:13][C@H:12]3[N:8]4[C:9]5[C:4](=[CH:3][CH:2]=[CH:1][C:10]=5[C@H:11]3[CH2:16]2)[CH2:5][CH2:6][CH2:7]4)=[CH:23][CH:24]=1. The yield is 0.320. (2) The reactants are [Br:1][C:2]1[S:3][C:4]([C:7]([OH:9])=O)=[CH:5][N:6]=1.C(N(CC)C(C)C)(C)C.F[P-](F)(F)(F)(F)F.N1(O[P+](N(C)C)(N(C)C)N(C)C)C2C=CC=CC=2N=N1.[NH2:46][CH2:47][C:48]1[C:57](=[O:58])[C:56]2[C:51](=[CH:52][C:53]([Cl:59])=[CH:54][CH:55]=2)[N:50]([C:60]2[CH:65]=[CH:64][CH:63]=[CH:62][CH:61]=2)[CH:49]=1. The catalyst is C(Cl)Cl. The product is [Cl:59][C:53]1[CH:52]=[C:51]2[C:56]([C:57](=[O:58])[C:48]([CH2:47][NH:46][C:7]([C:4]3[S:3][C:2]([Br:1])=[N:6][CH:5]=3)=[O:9])=[CH:49][N:50]2[C:60]2[CH:65]=[CH:64][CH:63]=[CH:62][CH:61]=2)=[CH:55][CH:54]=1. The yield is 0.930. (3) The reactants are [Cl:1][C:2]1[CH:7]=[CH:6][C:5]([S:8]([N:11]([CH3:17])[C:12](=[CH2:16])[C:13]([OH:15])=O)(=[O:10])=[O:9])=[CH:4][CH:3]=1.CCOC(OC(OCC)=O)=O.[N:29]1([C:34]2[CH:39]=[C:38]([CH2:40][NH2:41])[CH:37]=[C:36]([C:42]3[CH:47]=[CH:46][C:45]([C:48]([F:51])([F:50])[F:49])=[CH:44][CH:43]=3)[N:35]=2)[CH2:33][CH2:32][CH2:31][CH2:30]1. The catalyst is C1COCC1. The product is [Cl:1][C:2]1[CH:3]=[CH:4][C:5]([S:8]([N:11]([CH3:17])[C:12](=[CH2:16])[C:13]([NH:41][CH2:40][C:38]2[CH:37]=[C:36]([C:42]3[CH:43]=[CH:44][C:45]([C:48]([F:51])([F:49])[F:50])=[CH:46][CH:47]=3)[N:35]=[C:34]([N:29]3[CH2:30][CH2:31][CH2:32][CH2:33]3)[CH:39]=2)=[O:15])(=[O:9])=[O:10])=[CH:6][CH:7]=1. The yield is 0.220. (4) The reactants are [CH:1]1([C@H:4]2[NH:9][C:8](=O)[CH2:7][NH:6][C:5]2=O)[CH2:3][CH2:2]1.O.[OH-].[K+]. The catalyst is C1COCC1. The product is [CH:1]1([C@@H:4]2[CH2:5][NH:6][CH2:7][CH2:8][NH:9]2)[CH2:3][CH2:2]1. The yield is 0.755. (5) The reactants are [Cl:1][C:2]1[CH:7]=[CH:6][C:5]([NH:8][C:9]([C:11]2[O:12][CH:13]=[CH:14][CH:15]=2)=[O:10])=[C:4]([I:16])[CH:3]=1.[C:17](O[C:17]([O:19][C:20]([CH3:23])([CH3:22])[CH3:21])=[O:18])([O:19][C:20]([CH3:23])([CH3:22])[CH3:21])=[O:18]. The catalyst is CN(C)C1C=CN=CC=1.CN(C=O)C.O. The product is [Cl:1][C:2]1[CH:7]=[CH:6][C:5]([N:8]([C:9]([C:11]2[O:12][CH:13]=[CH:14][CH:15]=2)=[O:10])[C:17](=[O:18])[O:19][C:20]([CH3:23])([CH3:22])[CH3:21])=[C:4]([I:16])[CH:3]=1. The yield is 0.530. (6) The reactants are N[N:2]1[C:10]2[C:5](=[CH:6][CH:7]=[CH:8][CH:9]=2)[CH2:4][CH2:3]1.O.[ClH:12].[NH:13]1[CH2:18][CH2:17][CH2:16][CH2:15][C:14]1=O. The catalyst is C(O)(C)C. The product is [ClH:12].[CH:8]1[CH:7]=[CH:6][C:5]2[CH2:4][CH2:3][N:2]3[C:10]=2[C:9]=1[C:17]1[CH2:18][NH:13][CH2:14][CH2:15][C:16]=13. The yield is 0.740. (7) The reactants are C([O:8][C:9](=[O:32])[C@@H:10]([C:28]([CH3:31])([CH3:30])[CH3:29])[N:11]([CH2:23][CH2:24][CH:25]([CH3:27])[CH3:26])[S:12]([C:15]1[CH:20]=[CH:19][CH:18]=[C:17]([O:21][CH3:22])[CH:16]=1)(=[O:14])=[O:13])C1C=CC=CC=1.[H][H]. The catalyst is CO.[Pd]. The product is [CH2:23]([N:11]([S:12]([C:15]1[CH:20]=[CH:19][CH:18]=[C:17]([O:21][CH3:22])[CH:16]=1)(=[O:13])=[O:14])[C@@H:10]([C:9]([OH:32])=[O:8])[C:28]([CH3:29])([CH3:30])[CH3:31])[CH2:24][CH:25]([CH3:26])[CH3:27]. The yield is 0.990. (8) The reactants are [CH2:1]([C:3]1[C:4]([O:15]C)=[N:5][C:6]([CH3:14])=[C:7]([C:9]2[N:13]=[CH:12][O:11][N:10]=2)[CH:8]=1)[CH3:2].[I-].[Na+].C(#N)C.Cl[Si](C)(C)C. The catalyst is O. The product is [CH2:1]([C:3]1[C:4](=[O:15])[NH:5][C:6]([CH3:14])=[C:7]([C:9]2[N:13]=[CH:12][O:11][N:10]=2)[CH:8]=1)[CH3:2]. The yield is 0.730. (9) The reactants are [CH2:1](I)[CH2:2][CH3:3].[SH:5][C:6]1[N:10]([CH2:11][C:12]2[CH:17]=[CH:16][C:15]([C:18]3[CH:23]=[CH:22][CH:21]=[CH:20][C:19]=3[C:24]3[NH:28][N:27]=[N:26][N:25]=3)=[CH:14][CH:13]=2)[C:9]2[C:29]([C:33]([O:35][CH2:36][CH3:37])=[O:34])=[CH:30][CH:31]=[CH:32][C:8]=2[N:7]=1.[OH-].[Na+].Cl. The catalyst is C(O)C. The product is [CH2:1]([S:5][C:6]1[N:10]([CH2:11][C:12]2[CH:13]=[CH:14][C:15]([C:18]3[CH:23]=[CH:22][CH:21]=[CH:20][C:19]=3[C:24]3[NH:28][N:27]=[N:26][N:25]=3)=[CH:16][CH:17]=2)[C:9]2[C:29]([C:33]([O:35][CH2:36][CH3:37])=[O:34])=[CH:30][CH:31]=[CH:32][C:8]=2[N:7]=1)[CH2:2][CH3:3]. The yield is 0.400. (10) The reactants are [O:1]1[CH:5]=[CH:4][C:3]([CH:6]=O)=[CH:2]1.[NH:8]1C=C[C:10](C=O)=[CH:9]1.C1CCN2C(=NCCC2)CC1. The catalyst is C1(C)C=CC=CC=1. The product is [O:1]1[CH:5]=[CH:4][C:3]([CH:6]=[CH:10][C:9]#[N:8])=[CH:2]1. The yield is 0.601.